From a dataset of Full USPTO retrosynthesis dataset with 1.9M reactions from patents (1976-2016). Predict the reactants needed to synthesize the given product. (1) Given the product [CH:27]1([N:26]([CH2:25][CH:24]([O:33][CH3:34])[O:23][CH3:22])[C:9](=[O:11])[CH2:8][CH2:7][O:6][CH2:5][CH2:4][C:3]2[CH:12]=[CH:13][CH:14]=[C:15]([C:16]3[CH:17]=[N:18][N:19]([CH3:21])[CH:20]=3)[C:2]=2[F:1])[CH2:32][CH2:31][CH2:30][CH2:29][CH2:28]1, predict the reactants needed to synthesize it. The reactants are: [F:1][C:2]1[C:15]([C:16]2[CH:17]=[N:18][N:19]([CH3:21])[CH:20]=2)=[CH:14][CH:13]=[CH:12][C:3]=1[CH2:4][CH2:5][O:6][CH2:7][CH2:8][C:9]([OH:11])=O.[CH3:22][O:23][CH:24]([O:33][CH3:34])[CH2:25][NH:26][CH:27]1[CH2:32][CH2:31][CH2:30][CH2:29][CH2:28]1. (2) The reactants are: [Cl:1][C:2]1[N:7]=[C:6]([NH:8][CH2:9][CH2:10][CH3:11])[CH:5]=[C:4]([CH3:12])[N:3]=1.[I:13]N1C(=O)CCC1=O.S([O-])(O)=O.[Na+].C(=O)([O-])O.[Na+]. Given the product [Cl:1][C:2]1[N:7]=[C:6]([NH:8][CH2:9][CH2:10][CH3:11])[C:5]([I:13])=[C:4]([CH3:12])[N:3]=1, predict the reactants needed to synthesize it.